From a dataset of Reaction yield outcomes from USPTO patents with 853,638 reactions. Predict the reaction yield, written as a fraction of the theoretical maximum amount of product (1.0 means a 100% yield; for example, 0.34 means a 34% yield). (1) The reactants are [Cl:1][C:2]1[C:7]([CH2:8][C:9]2[CH:14]=[CH:13][C:12]([CH2:15][CH3:16])=[CH:11][CH:10]=2)=[CH:6][C:5]([CH:17]2[C@H:22]([O:23][CH2:24][C:25]3[CH:30]=[CH:29][CH:28]=[CH:27][CH:26]=3)[C@@H:21]([O:31][CH2:32][C:33]3[CH:38]=[CH:37][CH:36]=[CH:35][CH:34]=3)[C@H:20]([O:39][CH2:40][C:41]3[CH:46]=[CH:45][CH:44]=[CH:43][CH:42]=3)[C@@H:19]([CH2:47][O:48][CH2:49][C:50]3[CH:55]=[CH:54][CH:53]=[CH:52][CH:51]=3)[O:18]2)=[C:4]([CH:56]=[CH2:57])[C:3]=1[OH:58].[CH2:59](Br)[CH:60]=[CH2:61].C([O-])([O-])=O.[K+].[K+]. The catalyst is CC(C)=O. The product is [CH2:61]([O:58][C:3]1[C:4]([CH:56]=[CH2:57])=[C:5]([CH:17]2[C@H:22]([O:23][CH2:24][C:25]3[CH:30]=[CH:29][CH:28]=[CH:27][CH:26]=3)[C@@H:21]([O:31][CH2:32][C:33]3[CH:38]=[CH:37][CH:36]=[CH:35][CH:34]=3)[C@H:20]([O:39][CH2:40][C:41]3[CH:42]=[CH:43][CH:44]=[CH:45][CH:46]=3)[C@@H:19]([CH2:47][O:48][CH2:49][C:50]3[CH:51]=[CH:52][CH:53]=[CH:54][CH:55]=3)[O:18]2)[CH:6]=[C:7]([CH2:8][C:9]2[CH:10]=[CH:11][C:12]([CH2:15][CH3:16])=[CH:13][CH:14]=2)[C:2]=1[Cl:1])[CH:60]=[CH2:59]. The yield is 0.370. (2) The yield is 0.250. The product is [CH3:1][Si:2]([CH3:4])([CH3:3])[C:5]1[C:7]2[C:22]([C:21]([Si:2]([CH3:4])([CH3:3])[CH3:1])=[C:20]3[C:6]=1[C:12]1[CH:13]=[CH:14][CH:15]=[CH:16][C:17]=1[CH:18]=[CH:19]3)=[C:23]1[C:24]([C:31]#[CH:32])=[CH:25][CH:26]=[CH:27][C:10]1=[CH:9][CH:8]=2. The reactants are [CH3:1][Si:2]([C:5]#[CH:6])([CH3:4])[CH3:3].[CH2:7]([Li])[CH2:8][CH2:9][CH3:10].[CH:12]1[C:17]2=[C:18]3[C:27](=CC=[C:16]2[CH:15]=[CH:14][CH:13]=1)[C:26](=O)[C:25]1[C:20](=[CH:21][CH:22]=[C:23]2C=C[CH:32]=[CH:31][C:24]2=1)[C:19]3=O.[Sn](Cl)Cl. The catalyst is O1CCCC1.Cl.O.